This data is from Full USPTO retrosynthesis dataset with 1.9M reactions from patents (1976-2016). The task is: Predict the reactants needed to synthesize the given product. (1) Given the product [NH2:43][C:20]1[N:21]=[CH:22][C:17]2[CH:16]=[C:15]([C:13]3[C:12]([CH3:28])=[CH:11][C:10]([F:29])=[C:9]([NH:8][C:6]([NH:5][CH2:4][CH2:3][C:2]([CH3:31])([CH3:30])[CH3:1])=[O:7])[CH:14]=3)[C:26]([CH3:27])=[N:25][C:18]=2[N:19]=1, predict the reactants needed to synthesize it. The reactants are: [CH3:1][C:2]([CH3:31])([CH3:30])[CH2:3][CH2:4][NH:5][C:6]([NH:8][C:9]1[CH:14]=[C:13]([C:15]2[C:26]([CH3:27])=[N:25][C:18]3[N:19]=[C:20](SC)[N:21]=[CH:22][C:17]=3[CH:16]=2)[C:12]([CH3:28])=[CH:11][C:10]=1[F:29])=[O:7].C1C=C(Cl)C=C(C(OO)=O)C=1.[NH3:43]. (2) Given the product [NH2:29][C:28]1[N:31]=[CH:32][C:33]([C:16]2[CH:17]=[CH:18][C:13]([CH2:12][C:11]([NH:10][C:7]3[CH:6]=[C:5]([C:1]([CH3:4])([CH3:3])[CH3:2])[O:9][N:8]=3)=[O:21])=[CH:14][C:15]=2[F:20])=[CH:35][CH:40]=1, predict the reactants needed to synthesize it. The reactants are: [C:1]([C:5]1[O:9][N:8]=[C:7]([NH:10][C:11](=[O:21])[CH2:12][C:13]2[CH:18]=[CH:17][C:16](Cl)=[C:15]([F:20])[CH:14]=2)[CH:6]=1)([CH3:4])([CH3:3])[CH3:2].C(C1O[N:29]=[C:28]([NH:31][C:32](=O)[CH:33]([C:35]2[CH:40]=CC(Cl)=CC=2)C)C=1)(C)(C)C. (3) Given the product [C:1]([O:4][C@@H:5]1[C@@H:10]([O:11][C:12](=[O:14])[CH3:13])[C@H:9]([O:15][C:16](=[O:18])[CH3:17])[C@@H:8]([CH2:19][O:20][C:21](=[O:23])[CH3:22])[O:7][C@H:6]1[O:24][C:25]1[C:29]([CH2:30][C:31]2[CH:36]=[CH:35][C:34]([O:37][CH2:38][CH2:39][CH2:40][O:41][S:54]([CH3:53])(=[O:56])=[O:55])=[CH:33][C:32]=2[CH3:42])=[C:28]([CH:43]([CH3:45])[CH3:44])[NH:27][N:26]=1)(=[O:3])[CH3:2], predict the reactants needed to synthesize it. The reactants are: [C:1]([O:4][C@@H:5]1[C@@H:10]([O:11][C:12](=[O:14])[CH3:13])[C@H:9]([O:15][C:16](=[O:18])[CH3:17])[C@@H:8]([CH2:19][O:20][C:21](=[O:23])[CH3:22])[O:7][C@H:6]1[O:24][C:25]1[C:29]([CH2:30][C:31]2[CH:36]=[CH:35][C:34]([O:37][CH2:38][CH2:39][CH2:40][OH:41])=[CH:33][C:32]=2[CH3:42])=[C:28]([CH:43]([CH3:45])[CH3:44])[NH:27][N:26]=1)(=[O:3])[CH3:2].C(N(CC)CC)C.[CH3:53][S:54](Cl)(=[O:56])=[O:55].Cl.